Dataset: Full USPTO retrosynthesis dataset with 1.9M reactions from patents (1976-2016). Task: Predict the reactants needed to synthesize the given product. (1) Given the product [CH2:8]([C:3]1[CH:4]=[C:5]([C:19](=[O:22])[CH2:20][CH3:21])[CH:6]=[CH:7][C:2]=1[NH:1][S:11]([CH3:10])(=[O:13])=[O:12])[CH3:9], predict the reactants needed to synthesize it. The reactants are: [NH2:1][C:2]1[CH:7]=[CH:6][CH:5]=[CH:4][C:3]=1[CH2:8][CH3:9].[CH3:10][S:11](Cl)(=[O:13])=[O:12].[Cl-].[Cl-].[Cl-].[Al+3].[C:19](Cl)(=[O:22])[CH2:20][CH3:21].Cl. (2) Given the product [NH2:52][C:49]1[CH:50]=[CH:51][C:46]([C:6]2[C:7]([C:9]3[CH:14]=[CH:13][N:12]=[C:11]4[N:15]([S:37]([C:40]5[CH:41]=[CH:42][CH:43]=[CH:44][CH:45]=5)(=[O:38])=[O:39])[C:16]([C:18]5[CH:23]=[N:22][C:21]([N:24]6[CH2:25][CH2:26][N:27]([C:30]([O:32][C:33]([CH3:36])([CH3:35])[CH3:34])=[O:31])[CH2:28][CH2:29]6)=[N:20][CH:19]=5)=[CH:17][C:10]=34)=[CH:8][N:4]([CH3:3])[N:5]=2)=[CH:47][CH:48]=1, predict the reactants needed to synthesize it. The reactants are: [Cl-].[NH4+].[CH3:3][N:4]1[CH:8]=[C:7]([C:9]2[CH:14]=[CH:13][N:12]=[C:11]3[N:15]([S:37]([C:40]4[CH:45]=[CH:44][CH:43]=[CH:42][CH:41]=4)(=[O:39])=[O:38])[C:16]([C:18]4[CH:19]=[N:20][C:21]([N:24]5[CH2:29][CH2:28][N:27]([C:30]([O:32][C:33]([CH3:36])([CH3:35])[CH3:34])=[O:31])[CH2:26][CH2:25]5)=[N:22][CH:23]=4)=[CH:17][C:10]=23)[C:6]([C:46]2[CH:51]=[CH:50][C:49]([N+:52]([O-])=O)=[CH:48][CH:47]=2)=[N:5]1. (3) The reactants are: F[B-](F)(F)C.[K+].Br[C:8]1[N:13]=[C:12]([C:14]([N:16]2[CH2:21][CH2:20][C:19]3([CH2:30][C@@H:29]([O:31][CH:32]([CH3:34])[CH3:33])[C:28]4[C:23](=[CH:24][CH:25]=[C:26]([F:35])[CH:27]=4)[O:22]3)[CH2:18][CH2:17]2)=[O:15])[CH:11]=[CH:10][C:9]=1[S:36]([CH:39]([CH3:41])[CH3:40])(=[O:38])=[O:37].[C:42](=O)([O-])[O-].[K+].[K+]. Given the product [F:35][C:26]1[CH:27]=[C:28]2[C:23](=[CH:24][CH:25]=1)[O:22][C:19]1([CH2:20][CH2:21][N:16]([C:14]([C:12]3[CH:11]=[CH:10][C:9]([S:36]([CH:39]([CH3:40])[CH3:41])(=[O:38])=[O:37])=[C:8]([CH3:42])[N:13]=3)=[O:15])[CH2:17][CH2:18]1)[CH2:30][C@H:29]2[O:31][CH:32]([CH3:34])[CH3:33], predict the reactants needed to synthesize it. (4) Given the product [C:1]([O:5][C:6]([N:8]1[CH2:13][C@H:12]([CH2:14][N:15]2[CH:19]=[CH:18][CH:17]=[N:16]2)[NH:11][CH2:10][C@H:9]1[CH3:27])=[O:7])([CH3:4])([CH3:2])[CH3:3], predict the reactants needed to synthesize it. The reactants are: [C:1]([O:5][C:6]([N:8]1[CH2:13][C@H:12]([CH2:14][N:15]2[CH:19]=[CH:18][CH:17]=[N:16]2)[N:11](CC2C=CC=CC=2)[CH2:10][C@H:9]1[CH3:27])=[O:7])([CH3:4])([CH3:3])[CH3:2]. (5) Given the product [C:1]([C:3]1[CH:4]=[C:5]([C:13]([OH:15])=[O:14])[CH:6]=[N:7][C:8]=1[O:9][CH2:10][CH2:11][CH3:12])#[N:2], predict the reactants needed to synthesize it. The reactants are: [C:1]([C:3]1[CH:4]=[C:5]([C:13]([O:15]C)=[O:14])[CH:6]=[N:7][C:8]=1[O:9][CH2:10][CH2:11][CH3:12])#[N:2].[OH-].[Li+]. (6) Given the product [ClH:16].[Br:5][C:6]1[CH:12]=[C:11]([CH3:13])[C:9]([NH:10][NH2:1])=[C:8]([CH3:14])[CH:7]=1, predict the reactants needed to synthesize it. The reactants are: [N:1]([O-])=O.[Na+].[Br:5][C:6]1[CH:12]=[C:11]([CH3:13])[C:9]([NH2:10])=[C:8]([CH3:14])[CH:7]=1.[Sn](Cl)[Cl:16]. (7) Given the product [CH3:1][O:2][CH2:3][C:4]1[N:9]=[C:10]([NH2:12])[S:11][CH:5]=1, predict the reactants needed to synthesize it. The reactants are: [CH3:1][O:2][CH2:3][C:4](=O)[CH3:5].BrBr.[NH2:9][C:10]([NH2:12])=[S:11].